From a dataset of Catalyst prediction with 721,799 reactions and 888 catalyst types from USPTO. Predict which catalyst facilitates the given reaction. (1) Reactant: [CH3:1][C:2]1[S:6][C:5]([C@@H:7]2[CH2:12][CH2:11][C@@H:10]([CH3:13])[NH:9][CH2:8]2)=[N:4][C:3]=1[C:14]([O:16][CH3:17])=[O:15].CN(C(ON1N=NC2C=CC=NC1=2)=[N+](C)C)C.F[P-](F)(F)(F)(F)F.CCN(C(C)C)C(C)C.[N:51]1[CH:56]=[CH:55][CH:54]=[N:53][C:52]=1[C:57]1[CH:65]=[CH:64][CH:63]=[CH:62][C:58]=1[C:59](O)=[O:60]. Product: [CH3:1][C:2]1[S:6][C:5]([C@@H:7]2[CH2:12][CH2:11][C@@H:10]([CH3:13])[N:9]([C:59](=[O:60])[C:58]3[CH:62]=[CH:63][CH:64]=[CH:65][C:57]=3[C:52]3[N:51]=[CH:56][CH:55]=[CH:54][N:53]=3)[CH2:8]2)=[N:4][C:3]=1[C:14]([O:16][CH3:17])=[O:15]. The catalyst class is: 34. (2) Reactant: [NH:1]1[CH2:5][CH2:4][C@@H:3]([OH:6])[CH2:2]1.[C:7]1([C:13]([C:21]2[CH:26]=[CH:25][CH:24]=[CH:23][CH:22]=2)([C:15]2[CH:20]=[CH:19][CH:18]=[CH:17][CH:16]=2)Cl)[CH:12]=[CH:11][CH:10]=[CH:9][CH:8]=1.C(=O)([O-])O.[Na+]. Product: [C:7]1([C:13]([C:15]2[CH:16]=[CH:17][CH:18]=[CH:19][CH:20]=2)([C:21]2[CH:22]=[CH:23][CH:24]=[CH:25][CH:26]=2)[N:1]2[CH2:5][CH2:4][C@@H:3]([OH:6])[CH2:2]2)[CH:8]=[CH:9][CH:10]=[CH:11][CH:12]=1. The catalyst class is: 10. (3) Reactant: [Cl:1][C:2]1[CH:3]=[CH:4][C:5](F)=[C:6]([CH:9]=1)[CH:7]=[O:8].[N:11]1[N:12]=[CH:13][NH:14][CH:15]=1.C([O-])([O-])=O.[Cs+].[Cs+]. Product: [Cl:1][C:2]1[CH:3]=[CH:4][C:5]([N:11]2[CH:15]=[N:14][CH:13]=[N:12]2)=[C:6]([CH:9]=1)[CH:7]=[O:8]. The catalyst class is: 197. (4) Reactant: [Si]([O:8][CH2:9][C@@H:10]1[C@@H:14]([O:15][Si:16]([CH:23]([CH3:25])[CH3:24])([CH:20]([CH3:22])[CH3:21])[CH:17]([CH3:19])[CH3:18])[CH2:13][C@H:12]([NH:26][C:27]2[C:32]([C:33]([C:35]3[S:36][CH:37]=[C:38]([CH2:40][O:41][CH3:42])[CH:39]=3)=[O:34])=[CH:31][N:30]=[CH:29][N:28]=2)[CH2:11]1)(C(C)(C)C)(C)C.Cl. Product: [OH:8][CH2:9][C@@H:10]1[C@@H:14]([O:15][Si:16]([CH:20]([CH3:21])[CH3:22])([CH:17]([CH3:19])[CH3:18])[CH:23]([CH3:25])[CH3:24])[CH2:13][C@H:12]([NH:26][C:27]2[C:32]([C:33]([C:35]3[S:36][CH:37]=[C:38]([CH2:40][O:41][CH3:42])[CH:39]=3)=[O:34])=[CH:31][N:30]=[CH:29][N:28]=2)[CH2:11]1. The catalyst class is: 14. (5) Reactant: C([N-]C(C)C)(C)C.[Li+].CC(C)([O-])C.[K+].[CH3:15][O:16][C:17]1[CH:18]=[C:19]2[C:24](=[CH:25][C:26]=1[O:27][CH3:28])[N:23]=[CH:22][CH:21]=[C:20]2[CH3:29].[C:30](=[O:32])=[O:31].Cl.N1C=CC=CC=1. Product: [CH3:15][O:16][C:17]1[CH:18]=[C:19]2[C:24](=[CH:25][C:26]=1[O:27][CH3:28])[N:23]=[CH:22][CH:21]=[C:20]2[CH2:29][C:30]([OH:32])=[O:31]. The catalyst class is: 1. (6) Reactant: [Na].[NH2:2][C:3]([NH2:5])=[O:4].C[O:7][C:8](=O)[CH:9]([C:14]1[CH:19]=[CH:18][C:17]([O:20][C:21]2[CH:26]=[CH:25][C:24]([I:27])=[CH:23][CH:22]=2)=[CH:16][CH:15]=1)[C:10](OC)=[O:11].Cl. Product: [I:27][C:24]1[CH:23]=[CH:22][C:21]([O:20][C:17]2[CH:18]=[CH:19][C:14]([CH:9]3[C:8](=[O:7])[NH:5][C:3](=[O:4])[NH:2][C:10]3=[O:11])=[CH:15][CH:16]=2)=[CH:26][CH:25]=1. The catalyst class is: 8. (7) Reactant: [CH3:1][C:2]1[CH:7]=[CH:6][C:5]([S:8]([O:11][CH2:12][CH:13]2[CH2:17][C:16]3[CH:18]=[CH:19][CH:20]=[C:21](Br)[C:15]=3[O:14]2)(=[O:10])=[O:9])=[CH:4][CH:3]=1.[CH3:23][O:24][C:25]1[CH:26]=[C:27](B(O)O)[CH:28]=[CH:29][CH:30]=1.C(=O)([O-])[O-].[K+].[K+].CC1C=CC(S(OCC2CC3C(C4C=CC=CC=4)=CC=CC=3O2)(=O)=O)=CC=1. Product: [CH3:1][C:2]1[CH:7]=[CH:6][C:5]([S:8]([O:11][CH2:12][CH:13]2[CH2:17][C:16]3[CH:18]=[CH:19][CH:20]=[C:21]([C:29]4[CH:28]=[CH:27][CH:26]=[C:25]([O:24][CH3:23])[CH:30]=4)[C:15]=3[O:14]2)(=[O:10])=[O:9])=[CH:4][CH:3]=1. The catalyst class is: 608. (8) Reactant: [CH3:1][N:2]([CH3:22])[CH2:3][CH2:4][CH:5]([O:11][C:12]1[C:21]2[C:16](=[CH:17][CH:18]=[CH:19][CH:20]=2)[CH:15]=[CH:14][CH:13]=1)[C:6]1[S:7][CH:8]=[CH:9][CH:10]=1.C1(C)C=CC(C([C@@](C(O)=O)(O)[C@@](C(C2C=CC(C)=CC=2)=O)(O)C(O)=O)=O)=CC=1. Product: [CH3:22][N:2]([CH3:1])[CH2:3][CH2:4][C@H:5]([O:11][C:12]1[C:21]2[C:16](=[CH:17][CH:18]=[CH:19][CH:20]=2)[CH:15]=[CH:14][CH:13]=1)[C:6]1[S:7][CH:8]=[CH:9][CH:10]=1. The catalyst class is: 13. (9) Reactant: [F:1][C:2]1[C:3]([N:17]=[CH:18][N:19](C)C)=[N:4][C:5]([O:8][CH2:9][C:10]2[CH:15]=[CH:14][C:13]([F:16])=[CH:12][CH:11]=2)=[N:6][CH:7]=1.Cl.N[OH:24]. Product: [F:1][C:2]1[C:3]([NH:17][CH:18]=[N:19][OH:24])=[N:4][C:5]([O:8][CH2:9][C:10]2[CH:15]=[CH:14][C:13]([F:16])=[CH:12][CH:11]=2)=[N:6][CH:7]=1. The catalyst class is: 14. (10) Reactant: [Br:1][C:2]1[CH:11]=[CH:10][CH:9]=[C:8]2[C:3]=1[CH2:4][CH2:5][N:6]([C:17](=[O:27])[CH2:18][NH:19][C:20]([O:22][C:23]([CH3:26])([CH3:25])[CH3:24])=[O:21])[CH:7]2[CH2:12][C:13]([O:15]C)=[O:14].[OH-].[Na+]. Product: [Br:1][C:2]1[CH:11]=[CH:10][CH:9]=[C:8]2[C:3]=1[CH2:4][CH2:5][N:6]([C:17](=[O:27])[CH2:18][NH:19][C:20]([O:22][C:23]([CH3:25])([CH3:24])[CH3:26])=[O:21])[CH:7]2[CH2:12][C:13]([OH:15])=[O:14]. The catalyst class is: 14.